From a dataset of Catalyst prediction with 721,799 reactions and 888 catalyst types from USPTO. Predict which catalyst facilitates the given reaction. (1) Reactant: [CH3:1][C@H:2]1[CH2:7][CH2:6][C@H:5]([C:8]([NH:10][C:11]2[CH:15]=[CH:14][S:13][C:12]=2[C:16]([O:18][CH3:19])=[O:17])=[O:9])[CH2:4][CH2:3]1.[H-].[Na+].[CH3:22][O:23][CH2:24][CH2:25]Br. Product: [CH3:1][C@H:2]1[CH2:3][CH2:4][C@H:5]([C:8]([N:10]([CH2:25][CH2:24][O:23][CH3:22])[C:11]2[CH:15]=[CH:14][S:13][C:12]=2[C:16]([O:18][CH3:19])=[O:17])=[O:9])[CH2:6][CH2:7]1. The catalyst class is: 3. (2) Reactant: [Cl:1][C:2]1[C:3]([C:22](=[O:31])[NH:23][C:24]2[CH:29]=[CH:28][C:27]([F:30])=[CH:26][CH:25]=2)=[C:4]([NH:8][C:9](=O)[C@@H:10]([NH:13][C:14](=[O:20])[O:15][C:16]([CH3:19])([CH3:18])[CH3:17])[CH2:11][CH3:12])[CH:5]=[CH:6][CH:7]=1.C(N(CC)CC)C.C/C(/O[Si](C)(C)C)=N\[Si](C)(C)C. Product: [Cl:1][C:2]1[CH:7]=[CH:6][CH:5]=[C:4]2[C:3]=1[C:22](=[O:31])[N:23]([C:24]1[CH:29]=[CH:28][C:27]([F:30])=[CH:26][CH:25]=1)[C:9]([C@@H:10]([NH:13][C:14](=[O:20])[O:15][C:16]([CH3:19])([CH3:18])[CH3:17])[CH2:11][CH3:12])=[N:8]2. The catalyst class is: 10. (3) Reactant: [C:1]1([C:7]2[N:11]=[C:10]([N:12]3[CH2:17][CH2:16][NH:15][CH2:14][CH2:13]3)[S:9][N:8]=2)[CH:6]=[CH:5][CH:4]=[CH:3][CH:2]=1.C(N(CC)CC)C.[CH3:25][O:26][C:27](=[O:37])[C:28]1[CH:33]=[CH:32][CH:31]=[C:30]([N:34]=[C:35]=[O:36])[CH:29]=1. Product: [C:1]1([C:7]2[N:11]=[C:10]([N:12]3[CH2:17][CH2:16][N:15]([C:35]([NH:34][C:30]4[CH:29]=[C:28]([CH:33]=[CH:32][CH:31]=4)[C:27]([O:26][CH3:25])=[O:37])=[O:36])[CH2:14][CH2:13]3)[S:9][N:8]=2)[CH:2]=[CH:3][CH:4]=[CH:5][CH:6]=1. The catalyst class is: 7. (4) Reactant: [CH:1]1([N:7]([CH2:17][CH:18]2[CH2:20][CH2:19]2)[C:8]2[N:13]=[CH:12][N:11]=[C:10]([C:14]([OH:16])=O)[CH:9]=2)[CH2:6][CH2:5][CH2:4][CH2:3][CH2:2]1.[NH2:21][C:22]1[CH:27]=[CH:26][C:25]([S:28]([NH2:31])(=[O:30])=[O:29])=[CH:24][C:23]=1[CH3:32]. Product: [NH2:31][S:28]([C:25]1[CH:26]=[CH:27][C:22]([NH:21][C:14]([C:10]2[CH:9]=[C:8]([N:7]([CH:1]3[CH2:2][CH2:3][CH2:4][CH2:5][CH2:6]3)[CH2:17][CH:18]3[CH2:20][CH2:19]3)[N:13]=[CH:12][N:11]=2)=[O:16])=[C:23]([CH3:32])[CH:24]=1)(=[O:29])=[O:30]. The catalyst class is: 5. (5) Reactant: N(OC(C)(C)C)=O.[Br:8][C:9]1[CH:15]=[CH:14][C:12](N)=[C:11]([CH3:16])[C:10]=1[CH3:17].[CH3:18][S:19]SC. Product: [CH3:17][C:10]1[C:11]([CH3:16])=[C:12]([S:19][CH3:18])[CH:14]=[CH:15][C:9]=1[Br:8]. The catalyst class is: 536. (6) Reactant: [CH2:1]([O:3][C:4](=[O:22])[C:5]1[CH:10]=[CH:9][CH:8]=[C:7]([C:11]2[C:20]3[C:15](=[CH:16][CH:17]=[C:18](Br)[CH:19]=3)[N:14]=[CH:13][N:12]=2)[CH:6]=1)[CH3:2].[CH3:23][O:24][C:25]1[CH:30]=[CH:29][C:28](B(O)O)=[CH:27][N:26]=1.COCCOC.C([O-])([O-])=O.[Na+].[Na+]. Product: [CH2:1]([O:3][C:4](=[O:22])[C:5]1[CH:10]=[CH:9][CH:8]=[C:7]([C:11]2[C:20]3[C:15](=[CH:16][CH:17]=[C:18]([C:28]4[CH:27]=[N:26][C:25]([O:24][CH3:23])=[CH:30][CH:29]=4)[CH:19]=3)[N:14]=[CH:13][N:12]=2)[CH:6]=1)[CH3:2]. The catalyst class is: 532. (7) Reactant: C1C=CC2N(O)N=NC=2C=1.C(Cl)CCl.NC(C1C=[C:20]([CH:24]=[C:25]([C:27]([N:29]([CH2:33][CH2:34][CH3:35])[CH2:30][CH2:31]C)=[O:28])C=1)[C:21]([OH:23])=O)=O.Cl.[NH2:37][C@@H:38]([CH2:68][C:69]1[CH:74]=[C:73]([F:75])[CH:72]=[C:71]([F:76])[CH:70]=1)[C@H:39]([OH:67])[CH2:40][N:41]([CH2:59][C:60]1[CH:65]=[CH:64][CH:63]=[C:62]([I:66])[CH:61]=1)[C:42](=[O:58])[O:43][CH2:44][CH:45]1[C:57]2[CH:56]=[CH:55][CH:54]=[CH:53][C:52]=2[C:51]2[C:46]1=[CH:47][CH:48]=[CH:49][CH:50]=2.CN1CCOCC1. Product: [F:76][C:71]1[CH:70]=[C:69]([CH2:68][C@H:38]([NH:37][C:21](=[O:23])[CH2:20][CH2:24][CH2:25][C:27](=[O:28])[N:29]2[CH2:30][CH2:31][CH2:35][CH2:34][CH2:33]2)[C@H:39]([OH:67])[CH2:40][N:41]([CH2:59][C:60]2[CH:65]=[CH:64][CH:63]=[C:62]([I:66])[CH:61]=2)[C:42](=[O:58])[O:43][CH2:44][CH:45]2[C:46]3[CH:47]=[CH:48][CH:49]=[CH:50][C:51]=3[C:52]3[C:57]2=[CH:56][CH:55]=[CH:54][CH:53]=3)[CH:74]=[C:73]([F:75])[CH:72]=1. The catalyst class is: 3. (8) The catalyst class is: 7. Reactant: C[O:2][C:3](=[O:19])[CH:4]([NH:6][C:7](=[O:18])[C:8]1[CH:13]=[CH:12][C:11]([C:14]([CH3:17])([CH3:16])[CH3:15])=[CH:10][CH:9]=1)[CH3:5].[OH-].[Na+].Cl. Product: [C:14]([C:11]1[CH:12]=[CH:13][C:8]([C:7]([NH:6][CH:4]([CH3:5])[C:3]([OH:19])=[O:2])=[O:18])=[CH:9][CH:10]=1)([CH3:16])([CH3:15])[CH3:17].